Predict the reaction yield, written as a fraction of the theoretical maximum amount of product (1.0 means a 100% yield; for example, 0.34 means a 34% yield). From a dataset of Reaction yield outcomes from USPTO patents with 853,638 reactions. (1) The reactants are [C:1]([C:3]1[CH:8]=[CH:7][C:6]([NH:9]C(=O)C(C)(C)C)=[C:5]([CH3:16])[C:4]=1[C:17]([F:20])([F:19])[F:18])#[N:2]. The product is [NH2:9][C:6]1[CH:7]=[CH:8][C:3]([C:1]#[N:2])=[C:4]([C:17]([F:18])([F:19])[F:20])[C:5]=1[CH3:16]. The catalyst is Cl.CCO. The yield is 0.870. (2) The reactants are [Cl:1][C:2]1[CH:7]=[CH:6][C:5](/[CH:8]=[CH:9]/[C:10]([OH:12])=[O:11])=[CH:4][C:3]=1[F:13].Cl[Si](C)(C)C.[CH2:19](O)[CH3:20]. No catalyst specified. The product is [Cl:1][C:2]1[CH:7]=[CH:6][C:5](/[CH:8]=[CH:9]/[C:10]([O:12][CH2:19][CH3:20])=[O:11])=[CH:4][C:3]=1[F:13]. The yield is 0.997. (3) The reactants are CC(C)([O-:4])C.[K+].C[O:8][C:9](=[O:21])[C:10]([C:12]1[C:20]2[C:15](=[CH:16][CH:17]=[CH:18][CH:19]=2)[NH:14][CH:13]=1)=O.[Cl:22][C:23]1[C:24]([CH2:37][C:38]([NH2:40])=[O:39])=[C:25]2[C:30](=[CH:31][CH:32]=1)[N:29]=[CH:28][C:27]([CH2:33][N:34]([CH3:36])[CH3:35])=[N:26]2.[NH4+].[Cl-]. The catalyst is O1CCCC1.CCOC(C)=O. The product is [Cl:22][C:23]1[C:24]([C:37]2[C:38](=[O:39])[NH:40][C:9](=[O:21])[C:10]=2[C:12]2[C:20]3[C:15](=[CH:16][CH:17]=[CH:18][CH:19]=3)[NH:14][CH:13]=2)=[C:25]2[C:30](=[CH:31][CH:32]=1)[N:29]=[CH:28][C:27]([CH2:33][N:34]([CH3:35])[CH3:36])=[N:26]2.[CH3:35][N:34]([CH2:33][C:27]1[CH:28]=[N:29][C:30]2[C:25]([N:26]=1)=[C:24]([C:37]1[C:38](=[O:39])[NH:40][C:9](=[O:8])[C:10]=1[C:12]1[C:20]3[C:15](=[CH:16][CH:17]=[CH:18][CH:19]=3)[NH:14][CH:13]=1)[C:23]([OH:4])=[CH:32][CH:31]=2)[CH3:36]. The yield is 0.270. (4) The reactants are [CH3:1][C:2]1[C:3]([NH:22][C@@H:23]2[CH2:28][CH2:27][CH2:26][N:25](C(OC(C)(C)C)=O)[CH2:24]2)=[N:4][C:5]2[C:10]([N:11]=1)=[CH:9][CH:8]=[CH:7][C:6]=2[C:12]1[NH:20][C:19]2[CH2:18][CH2:17][NH:16][C:15](=[O:21])[C:14]=2[CH:13]=1.C(O)(C(F)(F)F)=O. The catalyst is C(Cl)Cl. The product is [CH3:1][C:2]1[C:3]([NH:22][C@@H:23]2[CH2:28][CH2:27][CH2:26][NH:25][CH2:24]2)=[N:4][C:5]2[C:10](=[CH:9][CH:8]=[CH:7][C:6]=2[C:12]2[NH:20][C:19]3[CH2:18][CH2:17][NH:16][C:15](=[O:21])[C:14]=3[CH:13]=2)[N:11]=1. The yield is 0.480. (5) The reactants are [CH3:1][C:2]1[CH:10]=[CH:9][CH:8]=[CH:7][C:3]=1[C:4](Cl)=[O:5].[N+](=[CH:13][Si](C)(C)C)=[N-].[BrH:18].CCOC(C)=O. The catalyst is C(#N)C.O. The product is [Br:18][CH2:13][C:4]([C:3]1[CH:7]=[CH:8][CH:9]=[CH:10][C:2]=1[CH3:1])=[O:5]. The yield is 0.910.